Dataset: NCI-60 drug combinations with 297,098 pairs across 59 cell lines. Task: Regression. Given two drug SMILES strings and cell line genomic features, predict the synergy score measuring deviation from expected non-interaction effect. (1) Drug 1: CS(=O)(=O)C1=CC(=C(C=C1)C(=O)NC2=CC(=C(C=C2)Cl)C3=CC=CC=N3)Cl. Drug 2: C1CCC(C1)C(CC#N)N2C=C(C=N2)C3=C4C=CNC4=NC=N3. Cell line: UACC62. Synergy scores: CSS=-1.87, Synergy_ZIP=4.81, Synergy_Bliss=4.94, Synergy_Loewe=-5.75, Synergy_HSA=-4.77. (2) Drug 1: CC1=C(C=C(C=C1)NC2=NC=CC(=N2)N(C)C3=CC4=NN(C(=C4C=C3)C)C)S(=O)(=O)N.Cl. Drug 2: CC=C1C(=O)NC(C(=O)OC2CC(=O)NC(C(=O)NC(CSSCCC=C2)C(=O)N1)C(C)C)C(C)C. Cell line: CAKI-1. Synergy scores: CSS=41.5, Synergy_ZIP=-1.44, Synergy_Bliss=-0.652, Synergy_Loewe=-1.94, Synergy_HSA=0.969. (3) Drug 1: C1=C(C(=O)NC(=O)N1)F. Drug 2: CCC1(CC2CC(C3=C(CCN(C2)C1)C4=CC=CC=C4N3)(C5=C(C=C6C(=C5)C78CCN9C7C(C=CC9)(C(C(C8N6C=O)(C(=O)OC)O)OC(=O)C)CC)OC)C(=O)OC)O.OS(=O)(=O)O. Cell line: SK-MEL-5. Synergy scores: CSS=44.0, Synergy_ZIP=1.60, Synergy_Bliss=2.87, Synergy_Loewe=-4.64, Synergy_HSA=3.53.